This data is from Full USPTO retrosynthesis dataset with 1.9M reactions from patents (1976-2016). The task is: Predict the reactants needed to synthesize the given product. (1) Given the product [S:20]1[CH:24]=[CH:23][CH:22]=[C:21]1[C:2]1[CH:3]=[CH:4][C:5]2[O:9][C:8]([NH2:10])=[N:7][C:6]=2[CH:11]=1, predict the reactants needed to synthesize it. The reactants are: Br[C:2]1[CH:3]=[CH:4][C:5]2[O:9][C:8]([NH2:10])=[N:7][C:6]=2[CH:11]=1.P([O-])([O-])([O-])=O.[K+].[K+].[K+].[S:20]1[CH:24]=[CH:23][CH:22]=[C:21]1B(O)O. (2) Given the product [C:34]([O:38][C:39](=[O:50])[NH:40][CH:41]1[CH2:46][CH2:45][N:44]([CH2:47][CH2:48][O:33][C:22]2[CH:23]=[N:24][C:25]3[C:30]([C:21]=2[O:20][CH2:13][C:14]2[CH:19]=[CH:18][CH:17]=[CH:16][CH:15]=2)=[N:29][C:28]([O:31][CH3:32])=[CH:27][CH:26]=3)[CH2:43][CH2:42]1)([CH3:37])([CH3:36])[CH3:35], predict the reactants needed to synthesize it. The reactants are: N(C(OCC)=O)=NC(OCC)=O.[CH2:13]([O:20][C:21]1[C:30]2[C:25](=[CH:26][CH:27]=[C:28]([O:31][CH3:32])[N:29]=2)[N:24]=[CH:23][C:22]=1[OH:33])[C:14]1[CH:19]=[CH:18][CH:17]=[CH:16][CH:15]=1.[C:34]([O:38][C:39](=[O:50])[NH:40][CH:41]1[CH2:46][CH2:45][N:44]([CH2:47][CH2:48]O)[CH2:43][CH2:42]1)([CH3:37])([CH3:36])[CH3:35].C1(P(C2C=CC=CC=2)C2C=CC=CC=2)C=CC=CC=1. (3) Given the product [Cl-:15].[Cl:15][CH2:16][C:17]1[C:27]2[C:22](=[CH:23][C:24]([O:28][CH3:29])=[CH:25][CH:26]=2)[CH2:21][CH2:20][NH+:19]=1, predict the reactants needed to synthesize it. The reactants are: O=P12OP3(OP(OP(O3)(O1)=O)(=O)O2)=O.[Cl:15][CH2:16][C:17]([NH:19][CH2:20][CH2:21][C:22]1[CH:27]=[CH:26][CH:25]=[C:24]([O:28][CH3:29])[CH:23]=1)=O.Cl.CCOCC. (4) Given the product [OH:7][NH:8][C:9](=[O:10])/[CH:11]=[CH:12]/[C:13]1[CH:18]=[CH:17][CH:16]=[C:15](/[CH:19]=[CH:20]/[C:21](=[O:23])[N:47]2[CH2:48][CH2:49][N:44]([C:38]3[CH:43]=[CH:42][CH:41]=[CH:40][CH:39]=3)[CH2:45][CH2:46]2)[CH:14]=1, predict the reactants needed to synthesize it. The reactants are: O1CCCCC1[O:7][NH:8][C:9](/[CH:11]=[CH:12]/[C:13]1[CH:14]=[C:15](/[CH:19]=[CH:20]/[C:21]([OH:23])=O)[CH:16]=[CH:17][CH:18]=1)=[O:10].C(Cl)CCl.C1C=CC2N(O)N=NC=2C=1.[C:38]1([N:44]2[CH2:49][CH2:48][NH:47][CH2:46][CH2:45]2)[CH:43]=[CH:42][CH:41]=[CH:40][CH:39]=1. (5) The reactants are: [NH2:1][C:2]1[CH:22]=[CH:21][C:5]([O:6][C:7]2[CH:12]=[CH:11][N:10]=[C:9]([NH:13]CC3C=CC=CC=3)[CH:8]=2)=[C:4]([F:23])[CH:3]=1.[H][H]. Given the product [NH2:1][C:2]1[CH:22]=[CH:21][C:5]([O:6][C:7]2[CH:12]=[CH:11][N:10]=[C:9]([NH2:13])[CH:8]=2)=[C:4]([F:23])[CH:3]=1, predict the reactants needed to synthesize it. (6) Given the product [CH3:21][C:13]1[CH:14]=[C:15]([N+:18]([O-:20])=[O:19])[CH:16]=[CH:17][C:12]=1[O:10][C:8]1[CH:7]=[CH:6][C:5]2[O:1][CH:2]=[N:3][C:4]=2[CH:9]=1, predict the reactants needed to synthesize it. The reactants are: [O:1]1[C:5]2[CH:6]=[CH:7][C:8]([OH:10])=[CH:9][C:4]=2[N:3]=[CH:2]1.F[C:12]1[CH:17]=[CH:16][C:15]([N+:18]([O-:20])=[O:19])=[CH:14][C:13]=1[CH3:21].C(=O)([O-])[O-].[Cs+].[Cs+].C(=O)([O-])[O-].[K+].[K+]. (7) The reactants are: Br[C:2]1[CH:7]=[CH:6][CH:5]=[CH:4][C:3]=1[Cl:8].[F:9][C:10]1[CH:15]=[CH:14][CH:13]=[C:12]([O:16][CH3:17])[C:11]=1B(O)O. Given the product [CH3:17][O:16][C:12]1[C:11]([C:2]2[CH:7]=[CH:6][CH:5]=[CH:4][C:3]=2[Cl:8])=[C:10]([F:9])[CH:15]=[CH:14][CH:13]=1, predict the reactants needed to synthesize it. (8) Given the product [NH2:23][C:19]1[N:18]=[C:17]([NH:16][CH2:2][C:3]2[C:8]([CH3:9])=[C:7]([CH2:10][NH:16][C:17]3[CH:22]=[CH:21][CH:20]=[C:19]([NH2:23])[N:18]=3)[C:6]([CH3:12])=[C:5]([CH2:13][NH:16][C:17]3[CH:22]=[CH:21][CH:20]=[C:19]([NH2:23])[N:18]=3)[C:4]=2[CH3:15])[CH:22]=[CH:21][CH:20]=1, predict the reactants needed to synthesize it. The reactants are: Br[CH2:2][C:3]1[C:8]([CH3:9])=[C:7]([CH2:10]Br)[C:6]([CH3:12])=[C:5]([CH2:13]Br)[C:4]=1[CH3:15].[NH2:16][C:17]1[CH:22]=[CH:21][CH:20]=[C:19]([NH2:23])[N:18]=1.C([O-])([O-])=O.[K+].[K+]. (9) Given the product [CH3:20][O:21][C:22]1[CH:23]=[CH:24][C:25]([N:30]2[C:16](=[O:18])[C:5]3[C:4](=[CH:9][C:8]([C:10]([OH:12])=[O:11])=[CH:7][C:6]=3[O:14][CH3:15])[NH:1][C:2]2=[S:3])=[N:26][C:27]=1[O:28][CH3:29], predict the reactants needed to synthesize it. The reactants are: [N:1]([C:4]1[CH:9]=[C:8]([C:10]([O:12]C)=[O:11])[CH:7]=[C:6]([O:14][CH3:15])[C:5]=1[C:16]([O:18]C)=O)=[C:2]=[S:3].[CH3:20][O:21][C:22]1[CH:23]=[CH:24][C:25]([NH2:30])=[N:26][C:27]=1[O:28][CH3:29].[OH-].[Na+].